Dataset: Full USPTO retrosynthesis dataset with 1.9M reactions from patents (1976-2016). Task: Predict the reactants needed to synthesize the given product. (1) Given the product [Br:1][C:2]1[C:11]([Br:12])=[C:10]([N+:20]([O-:22])=[O:21])[C:5]2[O:6][CH2:7][CH2:8][O:9][C:4]=2[C:3]=1[C:13]([OH:15])=[O:14], predict the reactants needed to synthesize it. The reactants are: [Br:1][C:2]1[C:11]([Br:12])=[CH:10][C:5]2[O:6][CH2:7][CH2:8][O:9][C:4]=2[C:3]=1[C:13]([OH:15])=[O:14].C(O)(=O)C.[N+:20]([O-])([OH:22])=[O:21].S(=O)(=O)(O)O. (2) Given the product [CH3:1][O:2][C:3]([C:5]1[N:10]=[CH:9][C:8]2[C:22]([C:25]3[CH:26]=[CH:27][CH:28]=[CH:29][CH:30]=3)=[CH:23][O:24][C:7]=2[C:6]=1[OH:31])=[O:4], predict the reactants needed to synthesize it. The reactants are: [CH3:1][O:2][C:3]([CH:5]1[N:10](CC2C=CC(OC)=CC=2OC)[CH2:9][C:8]2[C:22]([C:25]3[CH:30]=[CH:29][CH:28]=[CH:27][CH:26]=3)=[CH:23][O:24][C:7]=2[C:6]1=[O:31])=[O:4].S(Cl)(Cl)=O.C(=O)(O)[O-].[Na+]. (3) Given the product [N:18]([CH2:17][C@@H:16]([NH:15][C:10]1[C:9]2[C:14](=[C:5]([C:3]([NH2:28])=[O:4])[CH:6]=[CH:7][CH:8]=2)[N:13]=[CH:12][N:11]=1)[C:21]1[CH:22]=[CH:23][CH:24]=[CH:25][CH:26]=1)=[N+:19]=[N-:20], predict the reactants needed to synthesize it. The reactants are: CO[C:3]([C:5]1[CH:6]=[CH:7][CH:8]=[C:9]2[C:14]=1[N:13]=[CH:12][N:11]=[C:10]2[NH:15][C@@H:16]([C:21]1[CH:26]=[CH:25][CH:24]=[CH:23][CH:22]=1)[CH2:17][N:18]=[N+:19]=[N-:20])=[O:4].[OH-].[NH4+:28]. (4) Given the product [CH3:22][O:23]/[N:24]=[C:25](/[C:27]1[N:32]=[C:31]([C:33]#[C:34][CH2:35][O:21]/[N:20]=[C:18](/[C:16]2[CH:15]=[CH:14][CH:13]=[C:12]([Br:11])[N:17]=2)\[CH3:19])[CH:30]=[CH:29][CH:28]=1)\[CH3:26], predict the reactants needed to synthesize it. The reactants are: C[Si]([N-][Si](C)(C)C)(C)C.[Na+].[Br:11][C:12]1[N:17]=[C:16](/[C:18](=[N:20]/[OH:21])/[CH3:19])[CH:15]=[CH:14][CH:13]=1.[CH3:22][O:23]/[N:24]=[C:25](/[C:27]1[N:32]=[C:31]([C:33]#[C:34][CH2:35]OS(C)(=O)=O)[CH:30]=[CH:29][CH:28]=1)\[CH3:26].